This data is from hERG Central: cardiac toxicity at 1µM, 10µM, and general inhibition. The task is: Predict hERG channel inhibition at various concentrations. (1) Results: hERG_inhib (hERG inhibition (general)): blocker. The compound is C/C=C(\C)C(=O)NCCN1C2=NC[C@H](C(C)C)N2C[C@@H]1Cc1ccc(OC)cc1. (2) The drug is OCCC1CN(Cc2cccn2-c2ccccn2)CCN1C1CCCCC1. Results: hERG_inhib (hERG inhibition (general)): blocker. (3) The drug is CCC1CCCCN1CCCn1c(=S)[nH]c2ccccc2c1=O. Results: hERG_inhib (hERG inhibition (general)): blocker.